This data is from Blood-brain barrier permeability classification from the B3DB database. The task is: Regression/Classification. Given a drug SMILES string, predict its absorption, distribution, metabolism, or excretion properties. Task type varies by dataset: regression for continuous measurements (e.g., permeability, clearance, half-life) or binary classification for categorical outcomes (e.g., BBB penetration, CYP inhibition). Dataset: b3db_classification. (1) The drug is CC(C)(O)CC(C)(O)c1ccc(Cl)cc1. The result is 1 (penetrates BBB). (2) The molecule is CCc1ccc2c(c1)N(CC(C)CN(C)C)c1ccccc1S2. The result is 1 (penetrates BBB). (3) The drug is Nc1ccn(C[C@@H](CO)OCP(=O)(O)O)c(=O)n1. The result is 0 (does not penetrate BBB). (4) The compound is Cc1cccc2c1Oc1ccccc1[C@@]1(O)CCN(C)C[C@@H]21. The result is 1 (penetrates BBB). (5) The molecule is C[C@H]1CCCC[C@@]1(c1cccs1)N1CCCCC1. The result is 1 (penetrates BBB).